Dataset: hERG potassium channel inhibition data for cardiac toxicity prediction from Karim et al.. Task: Regression/Classification. Given a drug SMILES string, predict its toxicity properties. Task type varies by dataset: regression for continuous values (e.g., LD50, hERG inhibition percentage) or binary classification for toxic/non-toxic outcomes (e.g., AMES mutagenicity, cardiotoxicity, hepatotoxicity). Dataset: herg_karim. (1) The compound is Cc1ccc(Nc2nccc(N(C)c3ccc4c(C)n(C)nc4c3)n2)cc1S(N)(=O)=O. The result is 0 (non-blocker). (2) The compound is O=C(CNc1ncnc2ccc(C(F)(F)F)cc12)NC1CN([C@H]2CC[C@@H](c3ccccn3)CC2)C1. The result is 1 (blocker).